Dataset: Merck oncology drug combination screen with 23,052 pairs across 39 cell lines. Task: Regression. Given two drug SMILES strings and cell line genomic features, predict the synergy score measuring deviation from expected non-interaction effect. (1) Drug 1: CC(C)CC(NC(=O)C(Cc1ccccc1)NC(=O)c1cnccn1)B(O)O. Synergy scores: synergy=-9.67. Drug 2: NC1CCCCC1N.O=C(O)C(=O)O.[Pt+2]. Cell line: COLO320DM. (2) Drug 1: C#Cc1cccc(Nc2ncnc3cc(OCCOC)c(OCCOC)cc23)c1. Drug 2: Cn1cc(-c2cnn3c(N)c(Br)c(C4CCCNC4)nc23)cn1. Cell line: NCIH460. Synergy scores: synergy=1.70. (3) Drug 1: Cn1nnc2c(C(N)=O)ncn2c1=O. Drug 2: C#Cc1cccc(Nc2ncnc3cc(OCCOC)c(OCCOC)cc23)c1. Cell line: RKO. Synergy scores: synergy=-14.3. (4) Drug 1: CN(C)C(=N)N=C(N)N. Drug 2: O=C(CCCCCCC(=O)Nc1ccccc1)NO. Cell line: KPL1. Synergy scores: synergy=2.98. (5) Drug 1: O=P1(N(CCCl)CCCl)NCCCO1. Cell line: OVCAR3. Synergy scores: synergy=29.0. Drug 2: O=C(CCCCCCC(=O)Nc1ccccc1)NO. (6) Drug 1: CN(C)C(=N)N=C(N)N. Drug 2: CCc1cnn2c(NCc3ccc[n+]([O-])c3)cc(N3CCCCC3CCO)nc12. Cell line: SW837. Synergy scores: synergy=-6.68. (7) Drug 1: CN1C(=O)C=CC2(C)C3CCC4(C)C(NC(=O)OCC(F)(F)F)CCC4C3CCC12. Drug 2: O=P1(N(CCCl)CCCl)NCCCO1. Cell line: OVCAR3. Synergy scores: synergy=-4.88. (8) Drug 1: C#Cc1cccc(Nc2ncnc3cc(OCCOC)c(OCCOC)cc23)c1. Drug 2: CCC1(O)C(=O)OCc2c1cc1n(c2=O)Cc2cc3c(CN(C)C)c(O)ccc3nc2-1. Cell line: HT29. Synergy scores: synergy=22.5.